Dataset: Full USPTO retrosynthesis dataset with 1.9M reactions from patents (1976-2016). Task: Predict the reactants needed to synthesize the given product. Given the product [Cl:1][C:2]1[N:7]=[CH:6][C:5]([C:8](=[O:10])[CH3:9])=[CH:4][N:3]=1, predict the reactants needed to synthesize it. The reactants are: [Cl:1][C:2]1[N:7]=[CH:6][C:5]([C:8]([O:10]CC)=[CH2:9])=[CH:4][N:3]=1.Cl.